Dataset: Ames mutagenicity test results for genotoxicity prediction. Task: Regression/Classification. Given a drug SMILES string, predict its toxicity properties. Task type varies by dataset: regression for continuous values (e.g., LD50, hERG inhibition percentage) or binary classification for toxic/non-toxic outcomes (e.g., AMES mutagenicity, cardiotoxicity, hepatotoxicity). Dataset: ames. (1) The compound is Cc1cc(N)c(C)c([N+](=O)[O-])c1N. The result is 1 (mutagenic). (2) The molecule is CCN(N=O)C(=N)N[N+](=O)[O-]. The result is 1 (mutagenic). (3) The molecule is Clc1c(Cl)c(Cl)c(Cl)c(Cl)c1Cl. The result is 0 (non-mutagenic). (4) The molecule is Cc1cccc(NS(=O)(=O)c2cccc3cccnc23)c1. The result is 0 (non-mutagenic). (5) The molecule is C=C(C)C(=O)OCC(C)(C)C. The result is 0 (non-mutagenic).